From a dataset of Reaction yield outcomes from USPTO patents with 853,638 reactions. Predict the reaction yield, written as a fraction of the theoretical maximum amount of product (1.0 means a 100% yield; for example, 0.34 means a 34% yield). (1) The reactants are [OH:1]OS([O-])=O.[K+].[Br:7][C:8]1[C:9]([C:16]2[S:17][C:18]3[CH:19]=[N:20][CH:21]=[CH:22][C:23]=3[N:24]=2)=[N:10][C:11]([S:14][CH3:15])=[N:12][CH:13]=1.[OH2:25]. The catalyst is ClCCl. The product is [Br:7][C:8]1[C:9]([C:16]2[S:17][C:18]3[CH:19]=[N:20][CH:21]=[CH:22][C:23]=3[N:24]=2)=[N:10][C:11]([S:14]([CH3:15])(=[O:1])=[O:25])=[N:12][CH:13]=1. The yield is 0.820. (2) The product is [CH2:19]([C:21]([C:37]1[CH:42]=[CH:41][C:40]([OH:43])=[C:39]([CH3:44])[CH:38]=1)([C:24]1[CH:29]=[CH:28][C:27]([C:30]#[CH:31])=[C:26]([CH3:36])[CH:25]=1)[CH2:22][CH3:23])[CH3:20]. The yield is 0.940. The reactants are [F-].C([N+](CCCC)(CCCC)CCCC)CCC.[CH2:19]([C:21]([C:37]1[CH:42]=[CH:41][C:40]([OH:43])=[C:39]([CH3:44])[CH:38]=1)([C:24]1[CH:29]=[CH:28][C:27]([C:30]#[C:31][Si](C)(C)C)=[C:26]([CH3:36])[CH:25]=1)[CH2:22][CH3:23])[CH3:20]. The catalyst is O1CCCC1. (3) The reactants are [C:1]([C:5]1[C:13]2[C:8](=[CH:9][C:10]([N+:14]([O-])=O)=[CH:11][CH:12]=2)[NH:7][CH:6]=1)([CH3:4])([CH3:3])[CH3:2]. The catalyst is [Ni]. The product is [C:1]([C:5]1[C:13]2[C:8](=[CH:9][C:10]([NH2:14])=[CH:11][CH:12]=2)[NH:7][CH:6]=1)([CH3:4])([CH3:2])[CH3:3]. The yield is 0.770. (4) The reactants are [C:1]([CH2:3][C:4]([NH2:6])=[S:5])#[N:2].[CH3:7][C:8](=O)[CH2:9][C:10](=O)[CH2:11][CH2:12][CH2:13][CH2:14][CH3:15].C(N(CC)CC)C. The catalyst is CCO. The product is [CH2:11]([C:10]1[CH:9]=[C:8]([CH3:7])[C:3]([C:1]#[N:2])=[C:4]([SH:5])[N:6]=1)[CH2:12][CH2:13][CH2:14][CH3:15]. The yield is 0.621. (5) The reactants are [NH2:1][C:2]1[CH:7]=[CH:6][CH:5]=[CH:4][CH:3]=1.[F:8][C:9]1([F:25])[C:14]([F:16])(I)[C:13]([F:18])([F:17])[C:12]([F:20])([F:19])[C:11]([F:22])([F:21])[C:10]1([F:24])[F:23].S(S([O-])=O)([O-])=O.[Na+].[Na+].C(=O)([O-])O.[Na+]. The catalyst is C(OC)(C)(C)C.O.S([O-])(O)(=O)=O.C([N+](CCCC)(CCCC)CCCC)CCC. The product is [F:8][C:9]1([F:25])[C:14]([F:16])([C:5]2[CH:6]=[CH:7][C:2]([NH2:1])=[CH:3][CH:4]=2)[C:13]([F:18])([F:17])[C:12]([F:19])([F:20])[C:11]([F:21])([F:22])[C:10]1([F:23])[F:24]. The yield is 0.680. (6) The reactants are [C:1]([O:5][C:6]([N:8]1[CH2:13][CH2:12][CH2:11][C:10]([C:16]2[N:17]([CH3:32])[C:18]3[C:23]([N:24]=2)=[C:22]([N:25]2[CH2:30][CH2:29][O:28][CH2:27][CH2:26]2)[N:21]=[C:20](Cl)[N:19]=3)([O:14][CH3:15])[CH2:9]1)=[O:7])([CH3:4])([CH3:3])[CH3:2].[CH:33]([C:36]1[NH:37][C:38]2[CH:44]=[CH:43][CH:42]=[CH:41][C:39]=2[N:40]=1)([CH3:35])[CH3:34].CC(C1C=C(C(C)C)C(C2C=CC=CC=2P(C2CCCCC2)C2CCCCC2)=C(C(C)C)C=1)C.C([O-])([O-])=O.[Cs+].[Cs+]. The catalyst is O1CCOCC1.C1C=CC(/C=C/C(/C=C/C2C=CC=CC=2)=O)=CC=1.C1C=CC(/C=C/C(/C=C/C2C=CC=CC=2)=O)=CC=1.C1C=CC(/C=C/C(/C=C/C2C=CC=CC=2)=O)=CC=1.[Pd].[Pd]. The product is [C:1]([O:5][C:6]([N:8]1[CH2:13][CH2:12][CH2:11][C:10]([C:16]2[N:17]([CH3:32])[C:18]3[C:23]([N:24]=2)=[C:22]([N:25]2[CH2:30][CH2:29][O:28][CH2:27][CH2:26]2)[N:21]=[C:20]([N:37]2[C:38]4[CH:44]=[CH:43][CH:42]=[CH:41][C:39]=4[N:40]=[C:36]2[CH:33]([CH3:35])[CH3:34])[N:19]=3)([O:14][CH3:15])[CH2:9]1)=[O:7])([CH3:4])([CH3:3])[CH3:2]. The yield is 0.650. (7) The reactants are Cl.Cl[C:3]1[N:16]2[C:7](=[N:8][C:9]3[C:14]([C:15]2=[O:17])=[C:13]([F:18])[CH:12]=[CH:11][CH:10]=3)[C:6]2[CH:19]=[CH:20][N:21](S(C3C=CC(C)=CC=3)(=O)=O)[C:5]=2[N:4]=1.[CH3:32][O:33][C:34]1[CH:35]=[C:36]2[C:41](=[CH:42][C:43]=1[NH2:44])[N:40]([C:45](=[O:52])[C@@H:46]1[CH2:50][CH2:49][CH2:48][N:47]1[CH3:51])[CH2:39][CH2:38][CH2:37]2.[CH3:53][NH2:54].[OH-].[K+]. The catalyst is C1COCC1.C(OCC)(=O)C. The product is [F:18][C:13]1[CH:12]=[CH:11][CH:10]=[C:9]([NH:8][C:7]2[N:16]=[C:3]([NH:44][C:43]3[CH:42]=[C:41]4[C:36]([CH2:37][CH2:38][CH2:39][N:40]4[C:45](=[O:52])[C@@H:46]4[CH2:50][CH2:49][CH2:48][N:47]4[CH3:51])=[CH:35][C:34]=3[O:33][CH3:32])[NH:4][C:5]3=[N:21][CH:20]=[CH:19][C:6]=23)[C:14]=1[C:15]([NH:54][CH3:53])=[O:17]. The yield is 0.280. (8) The reactants are [F:1][C:2]([F:9])([F:8])[C:3](OCC)=O.[NH2:10][CH2:11][CH:12]([OH:15])[CH2:13][NH2:14]. The catalyst is CC1C=CC(C)=CC=1. The product is [F:9][C:2]([F:1])([F:8])[C:3]1[NH:10][CH2:11][CH:12]([OH:15])[CH2:13][N:14]=1. The yield is 0.970. (9) The reactants are [F:1][C:2]1[CH:10]=[C:9]2[C:5]([C:6]([CH2:12][NH:13][CH3:14])=[CH:7][N:8]2[CH3:11])=[CH:4][CH:3]=1.CNCC1C2C=CC=CC=2N2CCCC=12.[NH2:30][C:31]1[N:36]=[CH:35][C:34](/[CH:37]=[CH:38]/[C:39]([OH:41])=O)=[CH:33][CH:32]=1.Cl.O=C1NC2N=CC(/C=C/C(O)=O)=CC=2CC1. No catalyst specified. The product is [NH2:30][C:31]1[N:36]=[CH:35][C:34](/[CH:37]=[CH:38]/[C:39]([N:13]([CH2:12][C:6]2[C:5]3[C:9](=[CH:10][C:2]([F:1])=[CH:3][CH:4]=3)[N:8]([CH3:11])[CH:7]=2)[CH3:14])=[O:41])=[CH:33][CH:32]=1. The yield is 0.270. (10) The reactants are [Br:1][C:2]1[CH:15]=[CH:14][C:5]([CH2:6][S:7]([CH2:10][C:11](O)=O)(=[O:9])=[O:8])=[CH:4][CH:3]=1.[Br:16][C:17]1[CH:24]=[CH:23][C:20](C=O)=[CH:19][CH:18]=1. No catalyst specified. The product is [Br:1][C:2]1[CH:15]=[CH:14][C:5]([CH2:6][S:7](/[CH:10]=[CH:11]/[C:20]2[CH:23]=[CH:24][C:17]([Br:16])=[CH:18][CH:19]=2)(=[O:9])=[O:8])=[CH:4][CH:3]=1. The yield is 0.880.